This data is from Reaction yield outcomes from USPTO patents with 853,638 reactions. The task is: Predict the reaction yield, written as a fraction of the theoretical maximum amount of product (1.0 means a 100% yield; for example, 0.34 means a 34% yield). (1) The reactants are [CH2:1]([O:8][C:9]1[CH:18]=[C:17]2[C:12]([C:13](Cl)=[CH:14][CH:15]=[N:16]2)=[CH:11][C:10]=1[O:20][CH3:21])[C:2]1[CH:7]=[CH:6][CH:5]=[CH:4][CH:3]=1.[OH:22][C:23]1[CH:28]=[CH:27][C:26]([NH:29][C:30]([C:32]2[S:33][CH:34]=[CH:35][CH:36]=2)=[O:31])=[CH:25][CH:24]=1.C(Cl)Cl.[OH-].[Na+]. The catalyst is CN(C=O)C. The product is [CH2:1]([O:8][C:9]1[CH:18]=[C:17]2[C:12]([C:13]([O:22][C:23]3[CH:24]=[CH:25][C:26]([NH:29][C:30]([C:32]4[S:33][CH:34]=[CH:35][CH:36]=4)=[O:31])=[CH:27][CH:28]=3)=[CH:14][CH:15]=[N:16]2)=[CH:11][C:10]=1[O:20][CH3:21])[C:2]1[CH:7]=[CH:6][CH:5]=[CH:4][CH:3]=1. The yield is 0.360. (2) The yield is 0.480. The reactants are [CH2:1]([CH:4]1[C:8]2([O:12]CCO2)[CH2:7][CH:6]([CH2:13][C:14]#[N:15])[CH2:5]1)[CH:2]=[CH2:3].C(O)CO.[H-].[Al+3].[Li+].[H-].[H-].[H-].O1CCCC1.[OH-].[Na+].[C:33]([O:37][C:38](O[C:38]([O:37][C:33]([CH3:36])([CH3:35])[CH3:34])=[O:39])=[O:39])([CH3:36])([CH3:35])[CH3:34]. The product is [CH2:1]([CH:4]1[C:8](=[O:12])[CH2:7][CH:6]([CH2:13][CH2:14][NH:15][C:38](=[O:39])[O:37][C:33]([CH3:36])([CH3:35])[CH3:34])[CH2:5]1)[CH:2]=[CH2:3]. The catalyst is O1CCCC1.O. (3) The catalyst is N1C=CC=CC=1. The reactants are [NH2:1][C:2]1[CH:7]=[C:6]([Cl:8])[CH:5]=[CH:4][C:3]=1[S:9][CH2:10][C:11]1[CH:16]=[CH:15][N:14]=[C:13]([NH:17][C:18](=[O:24])[O:19][C:20]([CH3:23])([CH3:22])[CH3:21])[CH:12]=1.[O:25]1[C:29]2[CH:30]=[CH:31][CH:32]=[CH:33][C:28]=2[CH:27]=[C:26]1[S:34](Cl)(=[O:36])=[O:35]. The product is [O:25]1[C:29]2[CH:30]=[CH:31][CH:32]=[CH:33][C:28]=2[CH:27]=[C:26]1[S:34]([NH:1][C:2]1[CH:7]=[C:6]([Cl:8])[CH:5]=[CH:4][C:3]=1[S:9][CH2:10][C:11]1[CH:16]=[CH:15][N:14]=[C:13]([NH:17][C:18](=[O:24])[O:19][C:20]([CH3:21])([CH3:23])[CH3:22])[CH:12]=1)(=[O:36])=[O:35]. The yield is 0.560. (4) The reactants are Cl.[NH2:2][CH2:3][C:4](=O)[CH:5]([CH3:7])[CH3:6].F[B-](F)(F)F.[NH:14]=[C:15](SC)[C:16]([O:18][CH2:19][CH3:20])=[O:17]. No catalyst specified. The product is [CH3:6][CH:5]([C:4]1[NH:14][C:15]([C:16]([O:18][CH2:19][CH3:20])=[O:17])=[N:2][CH:3]=1)[CH3:7]. The yield is 0.570.